This data is from Catalyst prediction with 721,799 reactions and 888 catalyst types from USPTO. The task is: Predict which catalyst facilitates the given reaction. (1) Reactant: [C:1]([O:7][C:8]1[CH:12]=[C:11]([O:13][Si:14]([C:17]([CH3:20])([CH3:19])[CH3:18])([CH3:16])[CH3:15])[O:10][CH:9]=1)(=[O:6])[C:2]([CH3:5])([CH3:4])[CH3:3].[O:21]=[C:22]([CH3:32])[C:23]#[C:24][C:25]([O:27][C:28]([CH3:31])([CH3:30])[CH3:29])=[O:26]. Product: [C:22]([C:23]1[C:11]2([O:13][Si:14]([C:17]([CH3:20])([CH3:19])[CH3:18])([CH3:16])[CH3:15])[O:10][CH:9]([C:8]([O:7][C:1](=[O:6])[C:2]([CH3:5])([CH3:4])[CH3:3])=[CH:12]2)[C:24]=1[C:25]([O:27][C:28]([CH3:31])([CH3:30])[CH3:29])=[O:26])(=[O:21])[CH3:32]. The catalyst class is: 1. (2) Reactant: [CH2:1]([O:8][C:9]([N:11]1[C:20]2[C:15](=[CH:16][CH:17]=[CH:18][CH:19]=2)[C@H:14]([NH:21][C:22]2[CH:27]=[CH:26][CH:25]=[CH:24][CH:23]=2)[CH2:13][C@@H:12]1[CH3:28])=[O:10])[C:2]1[CH:7]=[CH:6][CH:5]=[CH:4][CH:3]=1.C(N([CH:35]([CH3:37])C)CC)(C)C.ClCCl.C(=O)([O-])[O-:42].[K+].[K+]. Product: [CH2:1]([O:8][C:9]([N:11]1[C:20]2[C:15](=[CH:16][CH:17]=[CH:18][CH:19]=2)[C@H:14]([N:21]([C:35](=[O:42])[CH3:37])[C:22]2[CH:27]=[CH:26][CH:25]=[CH:24][CH:23]=2)[CH2:13][C@@H:12]1[CH3:28])=[O:10])[C:2]1[CH:3]=[CH:4][CH:5]=[CH:6][CH:7]=1. The catalyst class is: 12. (3) Reactant: [CH3:1][O:2][C:3]1[CH:4]=[C:5]([CH:8]=[CH:9][C:10]=1[CH2:11][CH:12]=O)[C:6]#[N:7].[N+:14]([C:17]1[CH:22]=[CH:21][C:20]([CH2:23][CH2:24][N:25]2[CH2:30][CH2:29][NH:28][CH2:27][CH2:26]2)=[CH:19][CH:18]=1)([O-:16])=[O:15].[BH-](OC(C)=O)(OC(C)=O)OC(C)=O.[Na+]. Product: [CH3:1][O:2][C:3]1[CH:4]=[C:5]([CH:8]=[CH:9][C:10]=1[CH2:11][CH2:12][N:28]1[CH2:29][CH2:30][N:25]([CH2:24][CH2:23][C:20]2[CH:19]=[CH:18][C:17]([N+:14]([O-:16])=[O:15])=[CH:22][CH:21]=2)[CH2:26][CH2:27]1)[C:6]#[N:7]. The catalyst class is: 2. (4) Reactant: C(=O)([O-])[O-].[Cs+].[Cs+].[C:7]([O:11][C:12](=[O:25])[NH:13][CH2:14][C:15]([C:18]1[CH:23]=[CH:22][C:21]([OH:24])=[CH:20][CH:19]=1)([CH3:17])[CH3:16])([CH3:10])([CH3:9])[CH3:8].Cl[C:27]1[CH:35]=[CH:34][C:30]([C:31]([NH2:33])=[O:32])=[CH:29][N:28]=1. Product: [C:7]([O:11][C:12](=[O:25])[NH:13][CH2:14][C:15]([C:18]1[CH:19]=[CH:20][C:21]([O:24][C:27]2[CH:35]=[CH:34][C:30]([C:31](=[O:32])[NH2:33])=[CH:29][N:28]=2)=[CH:22][CH:23]=1)([CH3:17])[CH3:16])([CH3:8])([CH3:9])[CH3:10]. The catalyst class is: 391. (5) Reactant: C([O:8][C:9]1[C:10](=[O:76])[N:11]([CH3:75])[CH:12]=[CH:13][C:14]=1[C:15]([NH:17][CH2:18][CH2:19][N:20]([CH2:54][CH2:55][NH:56][C:57]([C:59]1[CH:64]=[CH:63][N:62]([CH3:65])[C:61](=[O:66])[C:60]=1[O:67]CC1C=CC=CC=1)=[O:58])[CH2:21][CH:22]([NH:35][C:36]([C:38]1[CH:43]=[CH:42][N:41]([CH3:44])[C:40](=[O:45])[C:39]=1[O:46]CC1C=CC=CC=1)=[O:37])[CH2:23][CH2:24][CH2:25][CH2:26][NH:27]C(=O)OC(C)(C)C)=[O:16])C1C=CC=CC=1.Cl. Product: [OH:67][C:60]1[C:61](=[O:66])[N:62]([CH3:65])[CH:63]=[CH:64][C:59]=1[C:57]([NH:56][CH2:55][CH2:54][N:20]([CH2:19][CH2:18][NH:17][C:15]([C:14]1[CH:13]=[CH:12][N:11]([CH3:75])[C:10](=[O:76])[C:9]=1[OH:8])=[O:16])[CH2:21][CH:22]([NH:35][C:36]([C:38]1[CH:43]=[CH:42][N:41]([CH3:44])[C:40](=[O:45])[C:39]=1[OH:46])=[O:37])[CH2:23][CH2:24][CH2:25][CH2:26][NH2:27])=[O:58]. The catalyst class is: 15.